Dataset: Full USPTO retrosynthesis dataset with 1.9M reactions from patents (1976-2016). Task: Predict the reactants needed to synthesize the given product. (1) Given the product [CH2:27]([O:29][C:30](=[O:48])[CH:31]([C:33]1[CH:38]=[CH:37][C:36]([C:21]2[CH:22]=[CH:23][C:18]([C:17]3[O:16][N:15]=[C:14]([CH3:25])[C:13]=3[NH:12][C:11]([O:10][C@@H:8]([C:3]3[CH:4]=[CH:5][CH:6]=[CH:7][C:2]=3[F:1])[CH3:9])=[O:26])=[CH:19][CH:20]=2)=[CH:35][CH:34]=1)[CH3:32])[CH3:28], predict the reactants needed to synthesize it. The reactants are: [F:1][C:2]1[CH:7]=[CH:6][CH:5]=[CH:4][C:3]=1[C@H:8]([O:10][C:11](=[O:26])[NH:12][C:13]1[C:14]([CH3:25])=[N:15][O:16][C:17]=1[C:18]1[CH:23]=[CH:22][C:21](Br)=[CH:20][CH:19]=1)[CH3:9].[CH2:27]([O:29][C:30](=[O:48])[CH:31]([C:33]1[CH:38]=[CH:37][C:36](B2OC(C)(C)C(C)(C)O2)=[CH:35][CH:34]=1)[CH3:32])[CH3:28]. (2) Given the product [CH2:1]([O:8][C@@H:9]([CH2:18][O:19][CH2:20][C:21]1[CH:26]=[CH:25][CH:24]=[CH:23][CH:22]=1)[CH2:10][C:11]1([S:14]([Cl:34])(=[O:16])=[O:15])[CH2:13][CH2:12]1)[C:2]1[CH:7]=[CH:6][CH:5]=[CH:4][CH:3]=1, predict the reactants needed to synthesize it. The reactants are: [CH2:1]([O:8][C@@H:9]([CH2:18][O:19][CH2:20][C:21]1[CH:26]=[CH:25][CH:24]=[CH:23][CH:22]=1)[CH2:10][C:11]1([S:14](O)(=[O:16])=[O:15])[CH2:13][CH2:12]1)[C:2]1[CH:7]=[CH:6][CH:5]=[CH:4][CH:3]=1.CN(C=O)C.O=S(Cl)[Cl:34]. (3) Given the product [Cl:5][C:6]1[CH:11]=[CH:10][C:9]([S:12]([C:15]2[CH:16]=[CH:17][C:18]([NH:21][C:22]([NH2:1])=[S:23])=[CH:19][CH:20]=2)(=[O:14])=[O:13])=[CH:8][C:7]=1[C:24]([F:26])([F:27])[F:25], predict the reactants needed to synthesize it. The reactants are: [NH3:1].C(O)C.[Cl:5][C:6]1[CH:11]=[CH:10][C:9]([S:12]([C:15]2[CH:20]=[CH:19][C:18]([N:21]=[C:22]=[S:23])=[CH:17][CH:16]=2)(=[O:14])=[O:13])=[CH:8][C:7]=1[C:24]([F:27])([F:26])[F:25].